The task is: Predict the reaction yield, written as a fraction of the theoretical maximum amount of product (1.0 means a 100% yield; for example, 0.34 means a 34% yield).. This data is from Reaction yield outcomes from USPTO patents with 853,638 reactions. The reactants are [CH2:1]([Mg]Br)[CH3:2].[Cl:5][C:6]1[CH:7]=[CH:8][C:9]([CH:29]=[O:30])=[C:10]2[C:14]=1[N:13]=[C:12]1[N:15]([C:19]3[C:20]([CH3:28])=[N:21][C:22]([N:25]([CH3:27])[CH3:26])=[CH:23][CH:24]=3)[CH2:16][CH2:17][CH2:18][N:11]21. The catalyst is O1CCCC1. The product is [Cl:5][C:6]1[C:14]2[N:13]=[C:12]3[N:15]([C:19]4[C:20]([CH3:28])=[N:21][C:22]([N:25]([CH3:27])[CH3:26])=[CH:23][CH:24]=4)[CH2:16][CH2:17][CH2:18][N:11]3[C:10]=2[C:9]([CH:29]([OH:30])[CH2:1][CH3:2])=[CH:8][CH:7]=1. The yield is 0.800.